Dataset: NCI-60 drug combinations with 297,098 pairs across 59 cell lines. Task: Regression. Given two drug SMILES strings and cell line genomic features, predict the synergy score measuring deviation from expected non-interaction effect. (1) Drug 1: C1=CC(=C2C(=C1NCCNCCO)C(=O)C3=C(C=CC(=C3C2=O)O)O)NCCNCCO. Cell line: UACC-257. Synergy scores: CSS=7.85, Synergy_ZIP=0.101, Synergy_Bliss=7.05, Synergy_Loewe=1.83, Synergy_HSA=2.41. Drug 2: CC1=C(N=C(N=C1N)C(CC(=O)N)NCC(C(=O)N)N)C(=O)NC(C(C2=CN=CN2)OC3C(C(C(C(O3)CO)O)O)OC4C(C(C(C(O4)CO)O)OC(=O)N)O)C(=O)NC(C)C(C(C)C(=O)NC(C(C)O)C(=O)NCCC5=NC(=CS5)C6=NC(=CS6)C(=O)NCCC[S+](C)C)O. (2) Drug 1: CN(C)N=NC1=C(NC=N1)C(=O)N. Drug 2: C1C(C(OC1N2C=NC3=C(N=C(N=C32)Cl)N)CO)O. Cell line: A498. Synergy scores: CSS=2.04, Synergy_ZIP=-0.886, Synergy_Bliss=-2.34, Synergy_Loewe=-4.28, Synergy_HSA=-2.96.